From a dataset of Full USPTO retrosynthesis dataset with 1.9M reactions from patents (1976-2016). Predict the reactants needed to synthesize the given product. (1) Given the product [Br:1][C:2]1[CH:7]=[C:6]([CH:5]=[C:4]([N+:11]([O-:13])=[O:12])[CH:3]=1)[NH2:8], predict the reactants needed to synthesize it. The reactants are: [Br:1][C:2]1[CH:7]=[C:6]([N+:8]([O-])=O)[CH:5]=[C:4]([N+:11]([O-:13])=[O:12])[CH:3]=1.C1(C)C=CC=CC=1.[SH-].[Na+]. (2) Given the product [NH2:8][CH2:9][C:10]1([C:23]([NH:24][CH2:25][C:26]2[CH:27]=[N:28][C:29]([C:32]([F:35])([F:34])[F:33])=[CH:30][CH:31]=2)=[O:36])[CH2:15][CH2:14][NH:13][CH2:12][CH2:11]1, predict the reactants needed to synthesize it. The reactants are: Cl.O1CCOCC1.[NH2:8][CH2:9][C:10]1([C:23](=[O:36])[NH:24][CH2:25][C:26]2[CH:27]=[N:28][C:29]([C:32]([F:35])([F:34])[F:33])=[CH:30][CH:31]=2)[CH2:15][CH2:14][N:13](C(OC(C)(C)C)=O)[CH2:12][CH2:11]1. (3) Given the product [Cl:37][C:29]1[N:28]=[C:27]([NH:1][CH2:2][C:3]2([F:16])[CH2:8][CH2:7][CH2:6][N:5]([C:9]([O:11][C:12]([CH3:13])([CH3:15])[CH3:14])=[O:10])[CH2:4]2)[C:32]2=[N:33][CH:34]=[CH:35][N:36]=[C:31]2[CH:30]=1, predict the reactants needed to synthesize it. The reactants are: [NH2:1][CH2:2][C:3]1([F:16])[CH2:8][CH2:7][CH2:6][N:5]([C:9]([O:11][C:12]([CH3:15])([CH3:14])[CH3:13])=[O:10])[CH2:4]1.CCN(C(C)C)C(C)C.Cl[C:27]1[C:32]2=[N:33][CH:34]=[CH:35][N:36]=[C:31]2[CH:30]=[C:29]([Cl:37])[N:28]=1. (4) Given the product [OH:22][NH:21][C:1]([C:3]1[CH:13]=[CH:12][C:6]([C:7]([N:9]([CH3:11])[CH3:10])=[O:8])=[CH:5][CH:4]=1)=[NH:2], predict the reactants needed to synthesize it. The reactants are: [C:1]([C:3]1[CH:13]=[CH:12][C:6]([C:7]([N:9]([CH3:11])[CH3:10])=[O:8])=[CH:5][CH:4]=1)#[N:2].C(=O)([O-])[O-].[K+].[K+].Cl.[NH2:21][OH:22]. (5) Given the product [Cl:1][C:2]1[C:3]([N:8]2[CH2:17][CH2:16][C:15]3[C:14]([NH:18][C:19]4[CH:27]=[C:26]5[C:22]([C:23]([CH3:29])([CH3:28])[CH2:24][N:25]5[CH3:31])=[CH:21][CH:20]=4)=[N:13][CH:12]=[N:11][C:10]=3[CH2:9]2)=[N:4][CH:5]=[CH:6][CH:7]=1, predict the reactants needed to synthesize it. The reactants are: [Cl:1][C:2]1[C:3]([N:8]2[CH2:17][CH2:16][C:15]3[C:14]([NH:18][C:19]4[CH:27]=[C:26]5[C:22]([C:23]([CH3:29])([CH3:28])[CH2:24][NH:25]5)=[CH:21][CH:20]=4)=[N:13][CH:12]=[N:11][C:10]=3[CH2:9]2)=[N:4][CH:5]=[CH:6][CH:7]=1.Cl.[C:31]([O-])([O-])=O.[K+].[K+].CI. (6) Given the product [CH3:20][O:19][C:14](=[O:18])[C:15](=[N:10][NH:9][C:6]1[CH:7]=[CH:8][C:3]([Cl:2])=[CH:4][C:5]=1[N+:11]([O-:13])=[O:12])[CH3:17], predict the reactants needed to synthesize it. The reactants are: Cl.[Cl:2][C:3]1[CH:8]=[CH:7][C:6]([NH:9][NH2:10])=[C:5]([N+:11]([O-:13])=[O:12])[CH:4]=1.[C:14]([O:19][CH3:20])(=[O:18])[C:15]([CH3:17])=O.C([O-])(=O)C.[Na+].